This data is from Forward reaction prediction with 1.9M reactions from USPTO patents (1976-2016). The task is: Predict the product of the given reaction. (1) Given the reactants [C:1]([C:4]1[CH:18]=[CH:17][C:7]2[N:8]([CH:14]3[CH2:16][CH2:15]3)[CH2:9][NH:10][S:11](=[O:13])(=[O:12])[C:6]=2[CH:5]=1)([OH:3])=[O:2].[C:19]1(O)[CH:24]=[CH:23][CH:22]=[CH:21][CH:20]=1.C1CCN2C(=NCCC2)CC1.O, predict the reaction product. The product is: [CH:14]1([N:8]2[C:7]3[CH:17]=[CH:18][C:4]([C:1]([O:3][C:19]4[CH:24]=[CH:23][CH:22]=[CH:21][CH:20]=4)=[O:2])=[CH:5][C:6]=3[S:11](=[O:13])(=[O:12])[NH:10][CH2:9]2)[CH2:15][CH2:16]1. (2) Given the reactants [CH3:1][C:2]1([CH3:8])[NH:6][C:5](=[NH:7])[CH2:4][CH2:3]1.Br[C:10](=[CH:13]OC(C)C)[CH:11]=[O:12].C1(N2C(C=O)=CN=C2C)CC1, predict the reaction product. The product is: [CH3:1][C:2]1([CH3:8])[N:6]2[C:10]([CH:11]=[O:12])=[CH:13][N:7]=[C:5]2[CH2:4][CH2:3]1. (3) Given the reactants C(N(CC)CC)C.I[C:9]1[CH:10]=[C:11]([CH3:21])[C:12]([O:19][CH3:20])=[C:13]([CH:18]=1)[C:14]([O:16][CH3:17])=[O:15].[CH2:22]([N:26]1[CH2:30][CH2:29][O:28][C:27]1=[O:31])[CH2:23][C:24]#[CH:25], predict the reaction product. The product is: [CH3:17][O:16][C:14](=[O:15])[C:13]1[CH:18]=[C:9]([C:25]#[C:24][CH2:23][CH2:22][N:26]2[CH2:30][CH2:29][O:28][C:27]2=[O:31])[CH:10]=[C:11]([CH3:21])[C:12]=1[O:19][CH3:20]. (4) Given the reactants [CH:1]1([C:4]2[CH:5]=[C:6]([C:14]([O:16]C)=[O:15])[CH:7]=[C:8]([CH:13]=2)[C:9]([O:11][CH3:12])=[O:10])[CH2:3][CH2:2]1.[OH-].[K+], predict the reaction product. The product is: [CH:1]1([C:4]2[CH:5]=[C:6]([C:14]([OH:16])=[O:15])[CH:7]=[C:8]([CH:13]=2)[C:9]([OH:11])=[O:10])[CH2:2][CH2:3]1.[CH:1]1([C:4]2[CH:5]=[C:6]([CH:7]=[C:8]([C:9]([O:11][CH3:12])=[O:10])[CH:13]=2)[C:14]([OH:16])=[O:15])[CH2:2][CH2:3]1. (5) Given the reactants [Br:1][C:2]1[S:9][C:8]2[CH:7]=[N:6][N:5](C(=O)C)[C:4]=2[CH:3]=1.O1CCOCC1.C(=O)([O-])[O-].[K+].[K+], predict the reaction product. The product is: [Br:1][C:2]1[S:9][C:8]2[CH:7]=[N:6][NH:5][C:4]=2[CH:3]=1. (6) Given the reactants [CH3:1][O:2][C:3]1[C:4](=[O:36])[C:5]([CH3:35])=[C:6]([CH2:12][C:13]2[CH:14]=[CH:15][C:16]([O:31]C(=O)C)=[C:17]([CH:30]=2)[C:18]([NH:20][C:21]2[CH:26]=[CH:25][CH:24]=[C:23]([N+:27]([O-:29])=[O:28])[CH:22]=2)=[O:19])[C:7](=[O:11])[C:8]=1[O:9][CH3:10].C(=O)([O-])O.[Na+], predict the reaction product. The product is: [CH3:1][O:2][C:3]1[C:4](=[O:36])[C:5]([CH3:35])=[C:6]([CH2:12][C:13]2[CH:14]=[CH:15][C:16]([OH:31])=[C:17]([CH:30]=2)[C:18]([NH:20][C:21]2[CH:26]=[CH:25][CH:24]=[C:23]([N+:27]([O-:29])=[O:28])[CH:22]=2)=[O:19])[C:7](=[O:11])[C:8]=1[O:9][CH3:10].